Dataset: Catalyst prediction with 721,799 reactions and 888 catalyst types from USPTO. Task: Predict which catalyst facilitates the given reaction. Reactant: [CH2:1]([NH:3][C:4]([NH2:6])=[O:5])[CH3:2].C[O-].[Na+].[Cl:10][C:11]1[CH:26]=[CH:25][C:14]([CH2:15][CH:16]([C:21]([O:23]C)=O)[C:17]([O:19]C)=O)=[CH:13][CH:12]=1.C(O)(=O)CC(CC(O)=O)(C(O)=O)O. Product: [Cl:10][C:11]1[CH:12]=[CH:13][C:14]([CH2:15][CH:16]2[C:17](=[O:19])[N:3]([CH2:1][CH3:2])[C:4](=[O:5])[NH:6][C:21]2=[O:23])=[CH:25][CH:26]=1. The catalyst class is: 5.